From a dataset of Reaction yield outcomes from USPTO patents with 853,638 reactions. Predict the reaction yield, written as a fraction of the theoretical maximum amount of product (1.0 means a 100% yield; for example, 0.34 means a 34% yield). (1) The reactants are O.[O:2]=[CH:3][C@@H:4]([C@H:6]([C@@H:8]([C@@H:10]([CH2:12][OH:13])[OH:11])[OH:9])[OH:7])[OH:5].[C:14]([O-:26])(=[O:25])[CH2:15][C:16]([CH2:21][C:22]([O-:24])=[O:23])([C:18]([O-:20])=[O:19])[OH:17].[NH4+:27].[NH4+].[NH4+]. No catalyst specified. The product is [C:14]([O-:26])(=[O:25])[CH2:15][C:16]([CH2:21][C:22]([O-:24])=[O:23])([C:18]([O-:20])=[O:19])[OH:17].[NH4+:27].[NH4+:27].[NH4+:27].[O:2]=[CH:3][C@@H:4]([C@H:6]([C@@H:8]([C@@H:10]([CH2:12][OH:13])[OH:11])[OH:9])[OH:7])[OH:5]. The yield is 0.250. (2) The reactants are [O:1]=[C:2]1[CH:6]=[C:5]([C@H:7]2[CH2:12][CH2:11][N:10](C(OC)=O)[C@@H:9]([C:17]3[CH:22]=[C:21]([F:23])[C:20]([F:24])=[CH:19][C:18]=3[F:25])[CH2:8]2)[O:4][NH:3]1.Br. No catalyst specified. The product is [F:25][C:18]1[CH:19]=[C:20]([F:24])[C:21]([F:23])=[CH:22][C:17]=1[C@H:9]1[CH2:8][C@@H:7]([C:5]2[O:4][NH:3][C:2](=[O:1])[CH:6]=2)[CH2:12][CH2:11][NH:10]1. The yield is 0.740. (3) The reactants are C1(P(C2C=CC=CC=2)C2C=CC=CC=2)C=CC=CC=1.BrN1C(=O)CCC1=O.[CH:28]1([CH2:33][CH:34]([C:38]2[CH:43]=[CH:42][C:41]([N:44]3[C:48]([CH3:49])=[N:47][N:46]=[N:45]3)=[C:40]([F:50])[CH:39]=2)[C:35]([OH:37])=O)[CH2:32][CH2:31][CH2:30][CH2:29]1.[NH2:51][C:52]1[S:53][CH:54]=[CH:55][N:56]=1. The catalyst is C(Cl)Cl. The product is [CH:28]1([CH2:33][CH:34]([C:38]2[CH:43]=[CH:42][C:41]([N:44]3[C:48]([CH3:49])=[N:47][N:46]=[N:45]3)=[C:40]([F:50])[CH:39]=2)[C:35]([NH:51][C:52]2[S:53][CH:54]=[CH:55][N:56]=2)=[O:37])[CH2:29][CH2:30][CH2:31][CH2:32]1. The yield is 0.360. (4) The reactants are [C:1]([C:5]1[CH:10]=[C:9]([C:11]2[CH:16]=[CH:15][CH:14]=[CH:13][C:12]=2[O:17][CH2:18][CH3:19])[C:8]([N+:20]([O-])=O)=[CH:7][C:6]=1[OH:23])([CH3:4])([CH3:3])[CH3:2]. The catalyst is CO.[Ni]. The product is [C:1]([C:5]1[CH:10]=[C:9]([C:11]2[CH:16]=[CH:15][CH:14]=[CH:13][C:12]=2[O:17][CH2:18][CH3:19])[C:8]([NH2:20])=[CH:7][C:6]=1[OH:23])([CH3:3])([CH3:2])[CH3:4]. The yield is 0.920. (5) The reactants are Cl[CH2:2][CH2:3][CH2:4][N:5]1[C:14]2[C:9](=[CH:10][CH:11]=[CH:12][CH:13]=2)[CH:8]=[CH:7][C:6]1=[O:15].C([O-])([O-])=O.[K+].[K+].[CH2:22]([O:25][CH:26]1[CH2:31][CH2:30][NH:29][CH2:28][CH2:27]1)[CH2:23][CH3:24].CC#N. The catalyst is O.CCOC(C)=O. The product is [CH2:22]([O:25][CH:26]1[CH2:31][CH2:30][N:29]([CH2:2][CH2:3][CH2:4][N:5]2[C:14]3[C:9](=[CH:10][CH:11]=[CH:12][CH:13]=3)[CH:8]=[CH:7][C:6]2=[O:15])[CH2:28][CH2:27]1)[CH2:23][CH3:24]. The yield is 0.590.